This data is from Catalyst prediction with 721,799 reactions and 888 catalyst types from USPTO. The task is: Predict which catalyst facilitates the given reaction. (1) Reactant: [NH2:1][C:2]1[CH:3]=[CH:4][C:5]2[O:11][CH2:10][CH2:9][C:8](=[O:12])[NH:7][C:6]=2[CH:13]=1.Cl[C:15]1[N:20]=[C:19]([NH:21][C:22]2[C:31]([F:32])=[CH:30][CH:29]=[CH:28][C:23]=2[C:24]([NH:26][CH3:27])=[O:25])[C:18]([Cl:33])=[CH:17][N:16]=1.C12(CS(O)(=O)=O)C(C)(C)C(CC1)CC2=O.C(O)(C)C. Product: [Cl:33][C:18]1[C:19]([NH:21][C:22]2[C:31]([F:32])=[CH:30][CH:29]=[CH:28][C:23]=2[C:24]([NH:26][CH3:27])=[O:25])=[N:20][C:15]([NH:1][C:2]2[CH:3]=[CH:4][C:5]3[O:11][CH2:10][CH2:9][C:8](=[O:12])[NH:7][C:6]=3[CH:13]=2)=[N:16][CH:17]=1. The catalyst class is: 2. (2) The catalyst class is: 57. Reactant: [Cl:1][C:2]1[CH:7]=[CH:6][C:5]([S:8]([CH:11]2[C:16]3[C:17]([F:22])=[CH:18][CH:19]=[C:20]([F:21])[C:15]=3[O:14][CH2:13][CH:12]2[CH2:23]OS(C)(=O)=O)(=[O:10])=[O:9])=[CH:4][CH:3]=1.[Na+].[I-].C(O)(=O)C. Product: [Cl:1][C:2]1[CH:3]=[CH:4][C:5]([S:8]([CH:11]2[C:16]3[C:15](=[C:20]([F:21])[CH:19]=[CH:18][C:17]=3[F:22])[O:14][CH2:13][CH:12]2[CH3:23])(=[O:9])=[O:10])=[CH:6][CH:7]=1.